This data is from hERG potassium channel inhibition data for cardiac toxicity prediction from Karim et al.. The task is: Regression/Classification. Given a drug SMILES string, predict its toxicity properties. Task type varies by dataset: regression for continuous values (e.g., LD50, hERG inhibition percentage) or binary classification for toxic/non-toxic outcomes (e.g., AMES mutagenicity, cardiotoxicity, hepatotoxicity). Dataset: herg_karim. (1) The drug is CN(C)CCC=C1c2ccccc2COc2ccccc21. The result is 1 (blocker). (2) The compound is CN1CCN(c2cccc3c2C[C@H](NC(=O)c2ccc(OC(F)(F)F)cc2)CO3)CC1. The result is 1 (blocker). (3) The drug is C[n+]1c(C#Cc2ccccc2Cl)cccc1C#Cc1ccccc1Cl. The result is 1 (blocker). (4) The molecule is Cc1c2c(n3c1CCCN1CCOCC1CNc1cc-3ccc1C(N)=O)CC(C)(C)CC2=O. The result is 0 (non-blocker).